Dataset: Catalyst prediction with 721,799 reactions and 888 catalyst types from USPTO. Task: Predict which catalyst facilitates the given reaction. (1) Reactant: [C:1]1([CH:7]([C:24]2[CH:29]=[CH:28][CH:27]=[CH:26][CH:25]=2)[N:8]2[CH2:11][CH:10]([O:12][N:13]3C(=O)C4C(=CC=CC=4)C3=O)[CH2:9]2)[CH:6]=[CH:5][CH:4]=[CH:3][CH:2]=1.O.NN. Product: [NH2:13][O:12][CH:10]1[CH2:11][N:8]([CH:7]([C:1]2[CH:6]=[CH:5][CH:4]=[CH:3][CH:2]=2)[C:24]2[CH:29]=[CH:28][CH:27]=[CH:26][CH:25]=2)[CH2:9]1. The catalyst class is: 8. (2) Reactant: [F:1][C:2]([F:12])([F:11])[C:3]1[CH:8]=[CH:7][C:6]([CH2:9][NH2:10])=[CH:5][CH:4]=1.[Br:13][CH:14]([CH2:18][CH2:19][Br:20])[C:15](Cl)=[O:16]. Product: [Br:13][CH:14]([CH2:18][CH2:19][Br:20])[C:15]([NH:10][CH2:9][C:6]1[CH:5]=[CH:4][C:3]([C:2]([F:11])([F:12])[F:1])=[CH:8][CH:7]=1)=[O:16]. The catalyst class is: 280.